This data is from Full USPTO retrosynthesis dataset with 1.9M reactions from patents (1976-2016). The task is: Predict the reactants needed to synthesize the given product. (1) Given the product [Br:1][C:2]1[CH:3]=[C:4]2[C:8](=[CH:9][CH:10]=1)[N:7]([CH:11]1[CH2:16][CH2:15][CH2:14][CH2:13][O:12]1)[N:6]=[C:5]2[C:17]([OH:19])=[O:18], predict the reactants needed to synthesize it. The reactants are: [Br:1][C:2]1[CH:3]=[C:4]2[C:8](=[CH:9][CH:10]=1)[N:7]([CH:11]1[CH2:16][CH2:15][CH2:14][CH2:13][O:12]1)[N:6]=[C:5]2[C:17]([O:19]C)=[O:18].O[Li].O.Cl. (2) Given the product [CH3:1][O:2][C:3]1[CH:4]=[C:5]2[C:10](=[CH:11][C:12]=1[O:13][CH3:14])[N:9]=[CH:8][CH:7]=[C:6]2[O:15][C:16]1[C:22]([CH3:23])=[CH:21][C:19]([NH:20][C:29](=[O:35])[O:28][C:26]2[CH:41]=[CH:42][CH:37]=[CH:38][C:39]=2[CH3:40])=[C:18]([CH3:24])[CH:17]=1, predict the reactants needed to synthesize it. The reactants are: [CH3:1][O:2][C:3]1[CH:4]=[C:5]2[C:10](=[CH:11][C:12]=1[O:13][CH3:14])[N:9]=[CH:8][CH:7]=[C:6]2[O:15][C:16]1[C:22]([CH3:23])=[CH:21][C:19]([NH2:20])=[C:18]([CH3:24])[CH:17]=1.Cl[C:26](Cl)([O:28][C:29](=[O:35])OC(Cl)(Cl)Cl)Cl.[C:37]1(C)[C:42](O)=[CH:41][CH:40]=[CH:39][CH:38]=1.C(=O)(O)[O-].[Na+]. (3) The reactants are: C(OC([N:8]1[CH2:17][CH2:16][C:15]2[C:10](=[CH:11][C:12]([O:20]C)=[C:13]([O:18]C)[CH:14]=2)[CH:9]1[CH2:22][C:23]1[CH:28]=[CH:27][C:26]([C:29]2[CH:34]=[CH:33][C:32]([C:35]3[CH:40]=[CH:39][CH:38]=[CH:37][CH:36]=3)=[CH:31][CH:30]=2)=[CH:25][CH:24]=1)=O)(C)(C)C.B(Br)(Br)[Br:42]. Given the product [BrH:42].[C:26]1([C:29]2[CH:34]=[CH:33][C:32]([C:35]3[CH:40]=[CH:39][CH:38]=[CH:37][CH:36]=3)=[CH:31][CH:30]=2)[CH:27]=[CH:28][C:23]([CH2:22][CH:9]2[C:10]3[C:15](=[CH:14][C:13]([OH:18])=[C:12]([OH:20])[CH:11]=3)[CH2:16][CH2:17][NH:8]2)=[CH:24][CH:25]=1, predict the reactants needed to synthesize it. (4) Given the product [Br:1][C:2]1[CH:7]=[CH:6][C:5]([C:8]2[C:12]3[CH:13]=[CH:14][C:15]([O:17][CH2:18][CH2:19][CH2:20][N:23]([CH3:24])[CH3:22])=[CH:16][C:11]=3[S:10][N:9]=2)=[CH:4][CH:3]=1, predict the reactants needed to synthesize it. The reactants are: [Br:1][C:2]1[CH:7]=[CH:6][C:5]([C:8]2[C:12]3[CH:13]=[CH:14][C:15]([O:17][CH2:18][CH2:19][CH2:20]Br)=[CH:16][C:11]=3[S:10][N:9]=2)=[CH:4][CH:3]=1.[CH3:22][NH:23][CH3:24]. (5) The reactants are: [F:1][C:2]([F:17])([F:16])[C:3]1[CH:4]=[C:5]([CH:9]=[C:10]([C:12]([F:15])([F:14])[F:13])[CH:11]=1)[C:6](=S)[NH2:7].O.[NH2:19][NH2:20].[CH:21](O)=O.C(=O)(O)[O-].[Na+]. Given the product [F:1][C:2]([F:17])([F:16])[C:3]1[CH:4]=[C:5]([C:6]2[N:7]=[CH:21][NH:20][N:19]=2)[CH:9]=[C:10]([C:12]([F:15])([F:14])[F:13])[CH:11]=1, predict the reactants needed to synthesize it. (6) Given the product [ClH:1].[N:17]12[CH2:18][CH2:19][CH:20]([CH2:21][CH2:22]1)[C@@H:15]([NH:14][C:12]([C:10]1[S:11][C:7]3[CH:6]=[C:5]([C:4]4[N:3]=[C:36]([CH2:35][C:29]5[CH:34]=[CH:33][CH:32]=[CH:31][CH:30]=5)[O:26][N:25]=4)[CH:24]=[CH:23][C:8]=3[CH:9]=1)=[O:13])[CH2:16]2, predict the reactants needed to synthesize it. The reactants are: [ClH:1].Cl.[NH2:3]/[C:4](=[N:25]\[OH:26])/[C:5]1[CH:24]=[CH:23][C:8]2[CH:9]=[C:10]([C:12]([NH:14][C@@H:15]3[CH:20]4[CH2:21][CH2:22][N:17]([CH2:18][CH2:19]4)[CH2:16]3)=[O:13])[S:11][C:7]=2[CH:6]=1.[H-].[Na+].[C:29]1([CH2:35][C:36](OC)=O)[CH:34]=[CH:33][CH:32]=[CH:31][CH:30]=1.O. (7) Given the product [CH3:16][N:2]([CH3:1])[CH2:3][CH2:4][CH2:5][O:6][C:7]1[CH:8]=[CH:9][C:10]([NH2:13])=[CH:11][CH:12]=1, predict the reactants needed to synthesize it. The reactants are: [CH3:1][N:2]([CH3:16])[CH2:3][CH2:4][CH2:5][O:6][C:7]1[CH:12]=[CH:11][C:10]([N+:13]([O-])=O)=[CH:9][CH:8]=1.C(O)=O. (8) Given the product [Cl:20][C:9]1[O:10][C:6]2[CH:5]=[CH:4][C:3]([O:2][CH3:1])=[CH:12][C:7]=2[N:8]=1, predict the reactants needed to synthesize it. The reactants are: [CH3:1][O:2][C:3]1[CH:4]=[CH:5][C:6]2[O:10][C:9](S)=[N:8][C:7]=2[CH:12]=1.CN(C=O)C.S(Cl)([Cl:20])=O. (9) Given the product [CH2:39]([N:41]([CH2:45][CH3:46])[C:42](=[O:43])[O:31][C:27]1[CH:26]=[CH:25][C:24]2[C:29](=[CH:30][C:21]([O:20][CH2:19][CH2:18][CH2:17][CH2:16][N:13]3[CH2:12][CH2:11][N:10]([C:6]4[C:3]5[CH:4]=[CH:5][S:1][C:2]=5[CH:9]=[CH:8][CH:7]=4)[CH2:15][CH2:14]3)=[CH:22][CH:23]=2)[N:28]=1)[CH3:40], predict the reactants needed to synthesize it. The reactants are: [S:1]1[CH:5]=[CH:4][C:3]2[C:6]([N:10]3[CH2:15][CH2:14][N:13]([CH2:16][CH2:17][CH2:18][CH2:19][O:20][C:21]4[CH:30]=[C:29]5[C:24]([CH:25]=[CH:26][C:27](=[O:31])[NH:28]5)=[CH:23][CH:22]=4)[CH2:12][CH2:11]3)=[CH:7][CH:8]=[CH:9][C:2]1=2.C(N(CC)CC)C.[CH2:39]([N:41]([CH2:45][CH3:46])[C:42](Cl)=[O:43])[CH3:40].O.